Dataset: Reaction yield outcomes from USPTO patents with 853,638 reactions. Task: Predict the reaction yield, written as a fraction of the theoretical maximum amount of product (1.0 means a 100% yield; for example, 0.34 means a 34% yield). (1) The reactants are [Br:1][C:2]1[CH:10]=[CH:9][CH:8]=[C:7]2[C:3]=1[C:4]1([C:19]3[CH:20]=[C:21]([F:25])[C:22]([F:24])=[CH:23][C:18]=3[O:17][CH2:16]1)[C:5](=[O:15])[N:6]2[CH2:11][C:12]([OH:14])=O.C(Cl)(=O)C(Cl)=O.[F:32][C:33]1[CH:39]=[CH:38][CH:37]=[CH:36][C:34]=1[NH2:35].ClCCl. The catalyst is C1(C)C=CC=CC=1.CN(C=O)C. The product is [Br:1][C:2]1[CH:10]=[CH:9][CH:8]=[C:7]2[C:3]=1[C:4]1([C:19]3[CH:20]=[C:21]([F:25])[C:22]([F:24])=[CH:23][C:18]=3[O:17][CH2:16]1)[C:5](=[O:15])[N:6]2[CH2:11][C:12]([NH:35][C:34]1[CH:36]=[CH:37][CH:38]=[CH:39][C:33]=1[F:32])=[O:14]. The yield is 0.760. (2) The reactants are [NH2:1][C:2]1[C:3]2[N:4]([C:8]([C@@H:12]3[CH2:16][CH2:15][CH2:14][N:13]3C(OCC3C=CC=CC=3)=O)=[N:9][C:10]=2Br)[CH:5]=[CH:6][N:7]=1.CC1(C)C(C)(C)OB([C:35]2[CH:53]=[CH:52][C:38]([C:39]([NH:41][C:42]3[CH:47]=[C:46]([C:48]([F:51])([F:50])[F:49])[CH:45]=[CH:44][N:43]=3)=[O:40])=[CH:37][CH:36]=2)O1. No catalyst specified. The product is [NH2:1][C:2]1[C:3]2[N:4]([C:8]([C@@H:12]3[CH2:16][CH2:15][CH2:14][NH:13]3)=[N:9][C:10]=2[C:35]2[CH:53]=[CH:52][C:38]([C:39]([NH:41][C:42]3[CH:47]=[C:46]([C:48]([F:49])([F:50])[F:51])[CH:45]=[CH:44][N:43]=3)=[O:40])=[CH:37][CH:36]=2)[CH:5]=[CH:6][N:7]=1. The yield is 0.870.